From a dataset of NCI-60 drug combinations with 297,098 pairs across 59 cell lines. Regression. Given two drug SMILES strings and cell line genomic features, predict the synergy score measuring deviation from expected non-interaction effect. (1) Drug 1: CN(C)N=NC1=C(NC=N1)C(=O)N. Drug 2: CC1C(C(CC(O1)OC2CC(CC3=C2C(=C4C(=C3O)C(=O)C5=C(C4=O)C(=CC=C5)OC)O)(C(=O)CO)O)N)O.Cl. Cell line: RPMI-8226. Synergy scores: CSS=35.0, Synergy_ZIP=-13.4, Synergy_Bliss=-21.1, Synergy_Loewe=-18.5, Synergy_HSA=-16.7. (2) Drug 1: CC1C(C(CC(O1)OC2CC(CC3=C2C(=C4C(=C3O)C(=O)C5=C(C4=O)C(=CC=C5)OC)O)(C(=O)C)O)N)O.Cl. Drug 2: C1=NNC2=C1C(=O)NC=N2. Cell line: HCT116. Synergy scores: CSS=34.3, Synergy_ZIP=-1.57, Synergy_Bliss=-1.59, Synergy_Loewe=-22.5, Synergy_HSA=-0.562. (3) Drug 1: C1=CC(=CC=C1CCCC(=O)O)N(CCCl)CCCl. Drug 2: C1=NNC2=C1C(=O)NC=N2. Cell line: RPMI-8226. Synergy scores: CSS=45.9, Synergy_ZIP=5.01, Synergy_Bliss=6.89, Synergy_Loewe=-24.2, Synergy_HSA=1.29. (4) Synergy scores: CSS=46.0, Synergy_ZIP=1.05, Synergy_Bliss=-2.73, Synergy_Loewe=-30.3, Synergy_HSA=-3.16. Drug 2: C#CCC(CC1=CN=C2C(=N1)C(=NC(=N2)N)N)C3=CC=C(C=C3)C(=O)NC(CCC(=O)O)C(=O)O. Drug 1: CCN(CC)CCNC(=O)C1=C(NC(=C1C)C=C2C3=C(C=CC(=C3)F)NC2=O)C. Cell line: ACHN.